Dataset: Peptide-MHC class II binding affinity with 134,281 pairs from IEDB. Task: Regression. Given a peptide amino acid sequence and an MHC pseudo amino acid sequence, predict their binding affinity value. This is MHC class II binding data. (1) The binding affinity (normalized) is 0.491. The MHC is HLA-DQA10401-DQB10402 with pseudo-sequence HLA-DQA10401-DQB10402. The peptide sequence is EKKYFMATQFEPLAA. (2) The peptide sequence is GAGKTRRFLPQILAE. The MHC is HLA-DQA10303-DQB10402 with pseudo-sequence HLA-DQA10303-DQB10402. The binding affinity (normalized) is 0.664. (3) The peptide sequence is AAPEAARSLASSLPG. The MHC is DRB1_0301 with pseudo-sequence DRB1_0301. The binding affinity (normalized) is 0. (4) The peptide sequence is YDKPLANVSTVLTGK. The binding affinity (normalized) is 0.616. The MHC is DRB1_0404 with pseudo-sequence DRB1_0404.